Dataset: NCI-60 drug combinations with 297,098 pairs across 59 cell lines. Task: Regression. Given two drug SMILES strings and cell line genomic features, predict the synergy score measuring deviation from expected non-interaction effect. (1) Drug 1: CC12CCC3C(C1CCC2O)C(CC4=C3C=CC(=C4)O)CCCCCCCCCS(=O)CCCC(C(F)(F)F)(F)F. Drug 2: C1CCC(C(C1)N)N.C(=O)(C(=O)[O-])[O-].[Pt+4]. Cell line: SN12C. Synergy scores: CSS=18.2, Synergy_ZIP=-8.45, Synergy_Bliss=-0.758, Synergy_Loewe=-11.5, Synergy_HSA=-2.84. (2) Cell line: OVCAR3. Synergy scores: CSS=5.30, Synergy_ZIP=10.1, Synergy_Bliss=12.7, Synergy_Loewe=-10.9, Synergy_HSA=0.989. Drug 2: COC1=C2C(=CC3=C1OC=C3)C=CC(=O)O2. Drug 1: C1C(C(OC1N2C=C(C(=O)NC2=O)F)CO)O. (3) Drug 1: CC1=C2C(C(=O)C3(C(CC4C(C3C(C(C2(C)C)(CC1OC(=O)C(C(C5=CC=CC=C5)NC(=O)OC(C)(C)C)O)O)OC(=O)C6=CC=CC=C6)(CO4)OC(=O)C)O)C)O. Drug 2: CC1C(C(CC(O1)OC2CC(CC3=C2C(=C4C(=C3O)C(=O)C5=C(C4=O)C(=CC=C5)OC)O)(C(=O)CO)O)N)O.Cl. Cell line: TK-10. Synergy scores: CSS=25.3, Synergy_ZIP=-3.53, Synergy_Bliss=-2.62, Synergy_Loewe=-0.725, Synergy_HSA=-1.12. (4) Cell line: SR. Drug 1: C1CCN(CC1)CCOC2=CC=C(C=C2)C(=O)C3=C(SC4=C3C=CC(=C4)O)C5=CC=C(C=C5)O. Synergy scores: CSS=39.3, Synergy_ZIP=1.35, Synergy_Bliss=0.225, Synergy_Loewe=0.796, Synergy_HSA=0.120. Drug 2: COC1=C(C=C2C(=C1)N=CN=C2NC3=CC(=C(C=C3)F)Cl)OCCCN4CCOCC4. (5) Drug 1: CC(C1=C(C=CC(=C1Cl)F)Cl)OC2=C(N=CC(=C2)C3=CN(N=C3)C4CCNCC4)N. Drug 2: C#CCC(CC1=CN=C2C(=N1)C(=NC(=N2)N)N)C3=CC=C(C=C3)C(=O)NC(CCC(=O)O)C(=O)O. Cell line: NCI/ADR-RES. Synergy scores: CSS=-0.764, Synergy_ZIP=0.573, Synergy_Bliss=-1.15, Synergy_Loewe=-1.65, Synergy_HSA=-2.42. (6) Drug 1: C1=CC(=C2C(=C1NCCNCCO)C(=O)C3=C(C=CC(=C3C2=O)O)O)NCCNCCO. Drug 2: CC(CN1CC(=O)NC(=O)C1)N2CC(=O)NC(=O)C2. Cell line: HOP-92. Synergy scores: CSS=38.4, Synergy_ZIP=-3.20, Synergy_Bliss=-3.45, Synergy_Loewe=-19.3, Synergy_HSA=0.597.